Task: Predict the product of the given reaction.. Dataset: Forward reaction prediction with 1.9M reactions from USPTO patents (1976-2016) (1) Given the reactants [NH:1]1[CH:5]=[C:4]([C:6]2[CH:22]=[CH:21][C:9]3[C:10]4[N:11]=[C:12]([C:18](O)=[O:19])[S:13][C:14]=4[CH2:15][CH2:16][O:17][C:8]=3[CH:7]=2)[CH:3]=[N:2]1.[CH:23]1([NH:29][CH2:30][CH2:31][OH:32])[CH2:28][CH2:27][CH2:26][CH2:25][CH2:24]1, predict the reaction product. The product is: [CH:23]1([N:29]([CH2:30][CH2:31][OH:32])[C:18]([C:12]2[S:13][C:14]3[CH2:15][CH2:16][O:17][C:8]4[CH:7]=[C:6]([C:4]5[CH:5]=[N:1][NH:2][CH:3]=5)[CH:22]=[CH:21][C:9]=4[C:10]=3[N:11]=2)=[O:19])[CH2:28][CH2:27][CH2:26][CH2:25][CH2:24]1. (2) The product is: [OH:25][C:26]1[CH:27]=[C:28]2[C:32](=[CH:33][CH:34]=1)[NH:31][CH:30]=[C:29]2[CH2:35][C:36]([NH:68][CH:60]([C:51]1[S:50][C:49]([CH3:48])=[N:53][C:52]=1[C:54]1[CH:59]=[CH:58][CH:57]=[CH:56][CH:55]=1)[CH2:61][C:62]1[CH:63]=[CH:64][CH:65]=[CH:66][CH:67]=1)=[O:38]. Given the reactants CN(C(ON1N=NC2C=CC=NC1=2)=[N+](C)C)C.F[P-](F)(F)(F)(F)F.[OH:25][C:26]1[CH:27]=[C:28]2[C:32](=[CH:33][CH:34]=1)[NH:31][CH:30]=[C:29]2[CH2:35][C:36]([OH:38])=O.CCN(C(C)C)C(C)C.[CH3:48][C:49]1[S:50][C:51]([CH:60]([NH2:68])[CH2:61][C:62]2[CH:67]=[CH:66][CH:65]=[CH:64][CH:63]=2)=[C:52]([C:54]2[CH:59]=[CH:58][CH:57]=[CH:56][CH:55]=2)[N:53]=1, predict the reaction product. (3) The product is: [F:1][C:2]1[C:7]([O:8][CH2:29][CH2:28][CH2:27][CH2:26][CH:25]=[CH2:24])=[CH:6][CH:5]=[CH:4][C:3]=1[CH2:9][NH:10][C:11]([C:13]1[CH:14]=[C:15]2[C:20](=[CH:21][CH:22]=1)[N:19]=[CH:18][CH:17]=[CH:16]2)=[O:12]. Given the reactants [F:1][C:2]1[C:7]([OH:8])=[CH:6][CH:5]=[CH:4][C:3]=1[CH2:9][NH:10][C:11]([C:13]1[CH:14]=[C:15]2[C:20](=[CH:21][CH:22]=1)[N:19]=[CH:18][CH:17]=[CH:16]2)=[O:12].Br[CH2:24][CH2:25][CH2:26][CH2:27][CH:28]=[CH2:29].CN(C=O)C.C(=O)([O-])[O-].[Cs+].[Cs+], predict the reaction product. (4) The product is: [Br:11][C:12]1[CH:17]=[C:16]([C:18]2[S:22][C:21]([NH:8][C:4]3[CH:3]=[C:2]([Cl:1])[CH:7]=[CH:6][N:5]=3)=[N:20][CH:19]=2)[CH:15]=[N:14][CH:13]=1. Given the reactants [Cl:1][C:2]1[CH:7]=[CH:6][N:5]=[C:4]([NH2:8])[CH:3]=1.[H-].[Na+].[Br:11][C:12]1[CH:13]=[N:14][CH:15]=[C:16]([C:18]2[S:22][C:21](Cl)=[N:20][CH:19]=2)[CH:17]=1, predict the reaction product. (5) Given the reactants [NH2:1][C:2]1[CH:10]=[CH:9][C:8]([Cl:11])=[C:7]2[C:3]=1[CH:4]=[N:5][N:6]2[C:12](=[O:14])[CH3:13].FC(F)(F)S(O[C:21]1[C:29]2[C:24](=[CH:25][N:26]=[CH:27][CH:28]=2)[O:23][C:22]=1[C:30]1[N:35]=[CH:34][CH:33]=[CH:32][N:31]=1)(=O)=O.P([O-])([O-])([O-])=O.[K+].[K+].[K+].CC1(C)C2C(=C(P(C3C=CC=CC=3)C3C=CC=CC=3)C=CC=2)OC2C(P(C3C=CC=CC=3)C3C=CC=CC=3)=CC=CC1=2, predict the reaction product. The product is: [Cl:11][C:8]1[CH:9]=[CH:10][C:2]([NH:1][C:21]2[C:29]3[C:24](=[CH:25][N:26]=[CH:27][CH:28]=3)[O:23][C:22]=2[C:30]2[N:35]=[CH:34][CH:33]=[CH:32][N:31]=2)=[C:3]2[C:7]=1[N:6]([C:12](=[O:14])[CH3:13])[N:5]=[CH:4]2.